From a dataset of Full USPTO retrosynthesis dataset with 1.9M reactions from patents (1976-2016). Predict the reactants needed to synthesize the given product. (1) Given the product [CH2:1]([O:3][CH:4]([O:7][CH2:8][CH3:9])[CH2:5][O:6][CH2:16][CH:15]([O:18][CH2:19][CH3:20])[O:14][CH2:12][CH3:13])[CH3:2], predict the reactants needed to synthesize it. The reactants are: [CH2:1]([O:3][CH:4]([O:7][CH2:8][CH3:9])[CH2:5][OH:6])[CH3:2].[H-].[Na+].[CH2:12]([O:14][CH:15]([O:18][CH2:19][CH3:20])[CH2:16]Br)[CH3:13].[I-].[K+]. (2) Given the product [CH:21]([C:20]1[CH:23]=[CH:24][C:17]([O:16][C:8]2[CH:15]=[CH:14][C:11]([C:12]#[N:13])=[CH:10][N:9]=2)=[CH:18][CH:19]=1)=[O:22], predict the reactants needed to synthesize it. The reactants are: C([O-])([O-])=O.[K+].[K+].Cl[C:8]1[CH:15]=[CH:14][C:11]([C:12]#[N:13])=[CH:10][N:9]=1.[OH:16][C:17]1[CH:24]=[CH:23][C:20]([CH:21]=[O:22])=[CH:19][CH:18]=1. (3) Given the product [O:1]=[C:2]1[CH2:3][CH:4]2[CH:8]([CH2:7][C:6]([C:10]([O:12][CH2:13][CH3:14])=[O:11])([C:15]([O:17][CH2:18][CH3:19])=[O:16])[CH2:5]2)[CH2:9]1, predict the reactants needed to synthesize it. The reactants are: [O:1]=[C:2]1[CH:9]=[C:8]2[CH:4]([CH2:5][C:6]([C:15]([O:17][CH2:18][CH3:19])=[O:16])([C:10]([O:12][CH2:13][CH3:14])=[O:11])[CH2:7]2)[CH2:3]1. (4) Given the product [C:8]([O:12][C:13](=[O:28])[N:14]([C:21]1[CH:26]=[CH:25][CH:24]=[C:23]([F:27])[CH:22]=1)[C:15](=[O:20])[CH2:16][CH2:17][C:18]#[C:19][C:2]1[CH:7]=[CH:6][CH:5]=[CH:4][N:3]=1)([CH3:11])([CH3:9])[CH3:10].[C:8]([O:12][C:13](=[O:28])[N:14]([C:21]1[CH:26]=[CH:25][CH:24]=[C:23]([F:27])[CH:22]=1)[C:15](=[O:20])[C:16]#[C:17][CH2:18][CH2:19][C:2]1[CH:7]=[CH:6][CH:5]=[CH:4][N:3]=1)([CH3:9])([CH3:10])[CH3:11], predict the reactants needed to synthesize it. The reactants are: Br[C:2]1[CH:7]=[CH:6][CH:5]=[CH:4][N:3]=1.[C:8]([O:12][C:13](=[O:28])[N:14]([C:21]1[CH:26]=[CH:25][CH:24]=[C:23]([F:27])[CH:22]=1)[C:15](=[O:20])[CH2:16][CH2:17][C:18]#[CH:19])([CH3:11])([CH3:10])[CH3:9]. (5) Given the product [CH2:1]([O:8][C:9]1[CH:10]=[C:11]2[C:16](=[CH:17][CH:18]=1)[N:15]=[CH:14][C:13]([NH2:19])=[C:12]2[NH:22][CH2:23][CH2:24][CH2:25][CH2:26][CH2:27][S:28][CH3:29])[C:2]1[CH:3]=[CH:4][CH:5]=[CH:6][CH:7]=1, predict the reactants needed to synthesize it. The reactants are: [CH2:1]([O:8][C:9]1[CH:10]=[C:11]2[C:16](=[CH:17][CH:18]=1)[N:15]=[CH:14][C:13]([N+:19]([O-])=O)=[C:12]2[NH:22][CH2:23][CH2:24][CH2:25][CH2:26][CH2:27][S:28][CH3:29])[C:2]1[CH:7]=[CH:6][CH:5]=[CH:4][CH:3]=1.C(OC1C=C2C(C(NCCOC3C=CC=CC=3)=C([N+]([O-])=O)C=N2)=CC=1)C1C=CC=CC=1. (6) Given the product [C:15]([O:14][N:13]=[C:11]1[CH2:12][N:8]([C:6]([C:28]2[C:23](=[O:22])[O:24][C:25]([CH2:32][CH2:33][CH2:34][CH2:35][CH3:36])=[CH:26][CH:27]=2)=[O:7])[C@H:9]([C:19]([NH:43][CH2:42][C:41]2[CH:44]=[CH:45][C:46]([O:47][CH3:48])=[C:39]([O:38][CH3:37])[CH:40]=2)=[O:21])[CH2:10]1)([CH3:16])([CH3:17])[CH3:18], predict the reactants needed to synthesize it. The reactants are: C(O[C:6]([N:8]1[CH2:12][C:11](=[N:13][O:14][C:15]([CH3:18])([CH3:17])[CH3:16])[CH2:10][C@H:9]1[C:19]([OH:21])=O)=[O:7])(C)(C)C.[O:22]=[C:23]1[C:28](C(Cl)=O)=[CH:27][CH:26]=[C:25]([CH2:32][CH2:33][CH2:34][CH2:35][CH3:36])[O:24]1.[CH3:37][O:38][C:39]1[CH:40]=[C:41]([CH:44]=[CH:45][C:46]=1[O:47][CH3:48])[CH2:42][NH2:43].